This data is from Catalyst prediction with 721,799 reactions and 888 catalyst types from USPTO. The task is: Predict which catalyst facilitates the given reaction. Reactant: [F:1][CH:2]([F:32])[C:3]1[N:7]([C:8]2[N:13]=[C:12]([N:14]3[CH2:19][CH2:18][O:17][CH2:16][CH2:15]3)[N:11]=[C:10]([NH:20][C@H:21]3[CH2:26][CH2:25][C@H:24]([NH2:27])[CH2:23][CH2:22]3)[N:9]=2)[C:6]2[CH:28]=[CH:29][CH:30]=[CH:31][C:5]=2[N:4]=1.[CH3:33][O:34][CH2:35][C:36](O)=[O:37].ON1C2C=CC=CC=2N=N1.Cl.CN(C)CCCN=C=NCC. Product: [F:32][CH:2]([F:1])[C:3]1[N:7]([C:8]2[N:13]=[C:12]([N:14]3[CH2:15][CH2:16][O:17][CH2:18][CH2:19]3)[N:11]=[C:10]([NH:20][C@H:21]3[CH2:22][CH2:23][C@H:24]([NH:27][C:36](=[O:37])[CH2:35][O:34][CH3:33])[CH2:25][CH2:26]3)[N:9]=2)[C:6]2[CH:28]=[CH:29][CH:30]=[CH:31][C:5]=2[N:4]=1. The catalyst class is: 35.